Predict the product of the given reaction. From a dataset of Forward reaction prediction with 1.9M reactions from USPTO patents (1976-2016). (1) Given the reactants C([O:3][C:4]([C:6]1[N:7]([CH2:11][C:12]2[CH:17]=[CH:16][C:15]([Br:18])=[CH:14][CH:13]=2)[N:8]=[CH:9][CH:10]=1)=O)C.[BH4-].[Na+].[Cl-].[Cl-].[Ca+2], predict the reaction product. The product is: [Br:18][C:15]1[CH:16]=[CH:17][C:12]([CH2:11][N:7]2[C:6]([CH2:4][OH:3])=[CH:10][CH:9]=[N:8]2)=[CH:13][CH:14]=1. (2) Given the reactants [CH2:1]([C:3]1[N:4]([C:28]2[CH:33]=[CH:32][C:31]([O:34][CH:35]3[CH2:40][CH2:39][CH:38]([CH2:41][OH:42])[CH2:37][CH2:36]3)=[CH:30][CH:29]=2)[C:5](=[O:27])[C:6]([CH2:12][C:13]2[CH:18]=[CH:17][C:16]([C:19]3[C:20]([C:25]#[N:26])=[CH:21][CH:22]=[CH:23][CH:24]=3)=[CH:15][CH:14]=2)=[C:7]([CH2:9][CH2:10][CH3:11])[N:8]=1)[CH3:2].[N:43]1C(C)=CC=CC=1C.FC(F)(F)S(O[Si](C(C)(C)C)(C)C)(=O)=O.[C:66]([O:69]CC)(=[O:68])C, predict the reaction product. The product is: [CH2:1]([C:3]1[N:4]([C:28]2[CH:33]=[CH:32][C:31]([O:34][CH:35]3[CH2:36][CH2:37][CH:38]([CH2:41][OH:42])[CH2:39][CH2:40]3)=[CH:30][CH:29]=2)[C:5](=[O:27])[C:6]([CH2:12][C:13]2[CH:14]=[CH:15][C:16]([C:19]3[CH:24]=[CH:23][CH:22]=[CH:21][C:20]=3[C:25]3[NH:43][C:66](=[O:68])[O:69][N:26]=3)=[CH:17][CH:18]=2)=[C:7]([CH2:9][CH2:10][CH3:11])[N:8]=1)[CH3:2].